This data is from Full USPTO retrosynthesis dataset with 1.9M reactions from patents (1976-2016). The task is: Predict the reactants needed to synthesize the given product. (1) Given the product [CH:1]1([CH2:6][CH:7]([C:16]2[NH:24][C:19]3=[N:20][CH:21]=[CH:22][CH:23]=[C:18]3[CH:17]=2)[C:8]2[CH:9]=[C:10]([CH3:15])[CH:11]=[C:12]([CH3:14])[CH:13]=2)[CH2:5][CH2:4][CH2:3][CH2:2]1, predict the reactants needed to synthesize it. The reactants are: [CH:1]1([CH:6]=[C:7]([C:16]2[NH:24][C:19]3=[N:20][CH:21]=[CH:22][CH:23]=[C:18]3[CH:17]=2)[C:8]2[CH:13]=[C:12]([CH3:14])[CH:11]=[C:10]([CH3:15])[CH:9]=2)[CH2:5][CH2:4][CH2:3][CH2:2]1. (2) Given the product [C:1]([O:5][C:6]([NH:8][C@:9]1([C:14]([OH:16])=[O:15])[CH2:11][C@H:10]1[CH:12]1[CH2:13][CH2:21]1)=[O:7])([CH3:2])([CH3:3])[CH3:4], predict the reactants needed to synthesize it. The reactants are: [C:1]([O:5][C:6]([NH:8][C@:9]1([C:14]([O:16]CC)=[O:15])[CH2:11][C@H:10]1[CH:12]=[CH2:13])=[O:7])([CH3:4])([CH3:3])[CH3:2].[N+](=[CH2:21])=[N-].